This data is from Forward reaction prediction with 1.9M reactions from USPTO patents (1976-2016). The task is: Predict the product of the given reaction. Given the reactants FC(F)(F)C(O)=O.[F:8][C:9]([F:28])([F:27])[C:10]([NH:12][C:13]([C@@H:15]1[CH2:19][CH2:18][CH2:17][N:16]1C(OC(C)(C)C)=O)=[O:14])=[O:11], predict the reaction product. The product is: [F:28][C:9]([F:8])([F:27])[C:10]([NH:12][C:13]([C@@H:15]1[CH2:19][CH2:18][CH2:17][NH:16]1)=[O:14])=[O:11].